Dataset: Full USPTO retrosynthesis dataset with 1.9M reactions from patents (1976-2016). Task: Predict the reactants needed to synthesize the given product. (1) The reactants are: [OH:1][CH2:2][CH2:3][N:4]1[CH2:8][CH2:7][CH2:6][CH2:5]1.[CH:9](O)=[O:10]. Given the product [CH:9]([O:1][CH2:2][CH2:3][N:4]1[CH2:8][CH2:7][CH2:6][CH2:5]1)=[O:10], predict the reactants needed to synthesize it. (2) Given the product [NH2:11][S:8]([C:3]1[CH:4]=[CH:5][CH:6]=[CH:7][C:2]=1[C:18]1[CH:19]=[CH:20][C:15]([C:12]([OH:14])=[O:13])=[CH:16][CH:17]=1)(=[O:10])=[O:9], predict the reactants needed to synthesize it. The reactants are: Br[C:2]1[CH:7]=[CH:6][CH:5]=[CH:4][C:3]=1[S:8]([NH2:11])(=[O:10])=[O:9].[C:12]([C:15]1[CH:20]=[CH:19][C:18](B(O)O)=[CH:17][CH:16]=1)([OH:14])=[O:13].S([O-])([O-])(=O)=O.[Na+].[Na+].Cl. (3) Given the product [F:1][C:2]1[C:3]([CH2:8][O:9][C:10]2[CH:11]=[CH:12][C:13]([CH3:28])=[C:14]([N:16]3[CH2:25][C:24]4[C:19](=[CH:20][CH:21]=[CH:22][C:23]=4[O:26][CH3:29])[NH:18][C:17]3=[O:27])[CH:15]=2)=[N:4][CH:5]=[CH:6][CH:7]=1, predict the reactants needed to synthesize it. The reactants are: [F:1][C:2]1[C:3]([CH2:8][O:9][C:10]2[CH:11]=[CH:12][C:13]([CH3:28])=[C:14]([N:16]3[CH2:25][C:24]4[C:19](=[CH:20][CH:21]=[CH:22][C:23]=4[OH:26])[NH:18][C:17]3=[O:27])[CH:15]=2)=[N:4][CH:5]=[CH:6][CH:7]=1.[C:29](=O)([O-])[O-].[K+].[K+].S(OC)(OC)(=O)=O.CS(C)=O. (4) Given the product [N+:12]([C:15]1[CH:20]=[CH:19][C:18]([CH2:21][N:5]2[C:1](=[O:11])[C:2]3=[CH:10][CH:9]=[CH:8][CH:7]=[C:3]3[C:4]2=[O:6])=[CH:17][CH:16]=1)([O-:14])=[O:13], predict the reactants needed to synthesize it. The reactants are: [C:1]1(=[O:11])[NH:5][C:4](=[O:6])[C:3]2=[CH:7][CH:8]=[CH:9][CH:10]=[C:2]12.[N+:12]([C:15]1[CH:20]=[CH:19][C:18]([CH2:21]Cl)=[CH:17][CH:16]=1)([O-:14])=[O:13].C(=O)([O-])[O-].[K+].[K+].CN(C=O)C.